From a dataset of Choline transporter screen with 302,306 compounds. Binary Classification. Given a drug SMILES string, predict its activity (active/inactive) in a high-throughput screening assay against a specified biological target. (1) The drug is O(c1c2c(c3ccccc3)cc(oc2cc(c1)C)=O)CC(=O)N(CC)CC. The result is 0 (inactive). (2) The molecule is Clc1ccc(N2CCN(CC2)CCNC(=O)Nc2cc(OC)c(cc2)C)cc1. The result is 0 (inactive). (3) The result is 0 (inactive). The molecule is S=C1N(C(CC(N1)(C)C)C)CCCC(=O)NCc1ccc(cc1)C. (4) The compound is O=C1C2(CN(CC1(CNC2)C)C(=O)C(OC)=O)C. The result is 0 (inactive). (5) The compound is s1c(NC(=O)CCC(=O)Nc2c(OC)cccc2)nnc1C(F)(F)F. The result is 0 (inactive). (6) The result is 0 (inactive). The molecule is O=C(Nc1ccc(OC)nc1)Cc1ccc(c2ccccc2)cc1. (7) The compound is S(=O)(=O)(Nc1cc(C2=NN(C(C2)c2c(OCC)cccc2)C(=O)c2ccccc2)ccc1)C. The result is 0 (inactive). (8) The compound is Clc1c(C(=O)N\C(C(=O)NCCc2[nH]c3c(n2)cccc3)=C/c2cc3OCOc3cc2)cccc1. The result is 0 (inactive).